Regression. Given two drug SMILES strings and cell line genomic features, predict the synergy score measuring deviation from expected non-interaction effect. From a dataset of NCI-60 drug combinations with 297,098 pairs across 59 cell lines. (1) Drug 1: CNC(=O)C1=CC=CC=C1SC2=CC3=C(C=C2)C(=NN3)C=CC4=CC=CC=N4. Drug 2: CC12CCC3C(C1CCC2=O)CC(=C)C4=CC(=O)C=CC34C. Cell line: HCT-15. Synergy scores: CSS=53.1, Synergy_ZIP=0.494, Synergy_Bliss=2.88, Synergy_Loewe=2.13, Synergy_HSA=2.34. (2) Drug 1: CCCCCOC(=O)NC1=NC(=O)N(C=C1F)C2C(C(C(O2)C)O)O. Drug 2: CC12CCC3C(C1CCC2O)C(CC4=C3C=CC(=C4)O)CCCCCCCCCS(=O)CCCC(C(F)(F)F)(F)F. Cell line: SNB-19. Synergy scores: CSS=-12.1, Synergy_ZIP=4.33, Synergy_Bliss=-0.731, Synergy_Loewe=-8.92, Synergy_HSA=-9.09. (3) Drug 1: C1=CC(=C2C(=C1NCCNCCO)C(=O)C3=C(C=CC(=C3C2=O)O)O)NCCNCCO. Drug 2: CC1C(C(CC(O1)OC2CC(OC(C2O)C)OC3=CC4=CC5=C(C(=O)C(C(C5)C(C(=O)C(C(C)O)O)OC)OC6CC(C(C(O6)C)O)OC7CC(C(C(O7)C)O)OC8CC(C(C(O8)C)O)(C)O)C(=C4C(=C3C)O)O)O)O. Cell line: BT-549. Synergy scores: CSS=71.6, Synergy_ZIP=26.7, Synergy_Bliss=24.3, Synergy_Loewe=10.9, Synergy_HSA=23.5. (4) Drug 1: C1CCC(CC1)NC(=O)N(CCCl)N=O. Drug 2: C1CN(CCN1C(=O)CCBr)C(=O)CCBr. Cell line: A549. Synergy scores: CSS=30.0, Synergy_ZIP=-8.65, Synergy_Bliss=-0.0233, Synergy_Loewe=-2.48, Synergy_HSA=1.51. (5) Drug 1: CN(C)N=NC1=C(NC=N1)C(=O)N. Cell line: OVCAR-5. Drug 2: CC12CCC3C(C1CCC2OP(=O)(O)O)CCC4=C3C=CC(=C4)OC(=O)N(CCCl)CCCl.[Na+]. Synergy scores: CSS=3.35, Synergy_ZIP=-5.41, Synergy_Bliss=-9.51, Synergy_Loewe=-14.3, Synergy_HSA=-10.0. (6) Drug 1: CC1=C2C(C(=O)C3(C(CC4C(C3C(C(C2(C)C)(CC1OC(=O)C(C(C5=CC=CC=C5)NC(=O)C6=CC=CC=C6)O)O)OC(=O)C7=CC=CC=C7)(CO4)OC(=O)C)O)C)OC(=O)C. Drug 2: CC1=C(C(=O)C2=C(C1=O)N3CC4C(C3(C2COC(=O)N)OC)N4)N. Cell line: COLO 205. Synergy scores: CSS=65.4, Synergy_ZIP=-1.27, Synergy_Bliss=-4.19, Synergy_Loewe=-1.94, Synergy_HSA=-1.45. (7) Drug 1: CC1=C2C(C(=O)C3(C(CC4C(C3C(C(C2(C)C)(CC1OC(=O)C(C(C5=CC=CC=C5)NC(=O)C6=CC=CC=C6)O)O)OC(=O)C7=CC=CC=C7)(CO4)OC(=O)C)O)C)OC(=O)C. Drug 2: CC(C)CN1C=NC2=C1C3=CC=CC=C3N=C2N. Cell line: SN12C. Synergy scores: CSS=56.6, Synergy_ZIP=1.04, Synergy_Bliss=-0.602, Synergy_Loewe=-6.01, Synergy_HSA=0.520. (8) Drug 2: CC1=C(N=C(N=C1N)C(CC(=O)N)NCC(C(=O)N)N)C(=O)NC(C(C2=CN=CN2)OC3C(C(C(C(O3)CO)O)O)OC4C(C(C(C(O4)CO)O)OC(=O)N)O)C(=O)NC(C)C(C(C)C(=O)NC(C(C)O)C(=O)NCCC5=NC(=CS5)C6=NC(=CS6)C(=O)NCCC[S+](C)C)O. Drug 1: C1=CC(=C2C(=C1NCCNCCO)C(=O)C3=C(C=CC(=C3C2=O)O)O)NCCNCCO. Cell line: OVCAR-4. Synergy scores: CSS=24.6, Synergy_ZIP=-4.83, Synergy_Bliss=-0.657, Synergy_Loewe=-1.75, Synergy_HSA=0.472. (9) Drug 1: C1=CC(=CC=C1C#N)C(C2=CC=C(C=C2)C#N)N3C=NC=N3. Drug 2: CCC1(CC2CC(C3=C(CCN(C2)C1)C4=CC=CC=C4N3)(C5=C(C=C6C(=C5)C78CCN9C7C(C=CC9)(C(C(C8N6C)(C(=O)OC)O)OC(=O)C)CC)OC)C(=O)OC)O.OS(=O)(=O)O. Cell line: MOLT-4. Synergy scores: CSS=-7.69, Synergy_ZIP=2.92, Synergy_Bliss=-0.850, Synergy_Loewe=-2.66, Synergy_HSA=-7.18.